From a dataset of TCR-epitope binding with 47,182 pairs between 192 epitopes and 23,139 TCRs. Binary Classification. Given a T-cell receptor sequence (or CDR3 region) and an epitope sequence, predict whether binding occurs between them. (1) The epitope is LQPFPQPELPYPQPQ. The TCR CDR3 sequence is CASSWGQGYQPQHF. Result: 1 (the TCR binds to the epitope). (2) The epitope is ALSKGVHFV. The TCR CDR3 sequence is CASSQDGGEDETQYF. Result: 1 (the TCR binds to the epitope).